This data is from Reaction yield outcomes from USPTO patents with 853,638 reactions. The task is: Predict the reaction yield, written as a fraction of the theoretical maximum amount of product (1.0 means a 100% yield; for example, 0.34 means a 34% yield). The reactants are [CH3:1][C:2]1[C:7]([CH3:8])=[C:6]([CH2:9][C:10]2[CH:15]=[CH:14][N:13]=[CH:12][CH:11]=2)[N:5]=[N:4][C:3]=1[N:16]1[CH2:21][CH2:20][NH:19][C@H:18]([CH3:22])[CH2:17]1.[CH3:23][O:24][C:25]([C:27]1[CH:32]=[N:31][C:30](Cl)=[CH:29][N:28]=1)=[O:26]. No catalyst specified. The product is [CH3:23][O:24][C:25]([C:27]1[N:28]=[CH:29][C:30]([N:19]2[CH2:20][CH2:21][N:16]([C:3]3[N:4]=[N:5][C:6]([CH2:9][C:10]4[CH:11]=[CH:12][N:13]=[CH:14][CH:15]=4)=[C:7]([CH3:8])[C:2]=3[CH3:1])[CH2:17][C@H:18]2[CH3:22])=[N:31][CH:32]=1)=[O:26]. The yield is 0.560.